From a dataset of Catalyst prediction with 721,799 reactions and 888 catalyst types from USPTO. Predict which catalyst facilitates the given reaction. (1) Reactant: [F:1][C:2]1[CH:7]=[CH:6][CH:5]=[C:4]([F:8])[C:3]=1[C@:9]1([CH3:18])[CH2:13][C@@H:12]([C:14]([F:17])([F:16])[F:15])[O:11][NH:10]1.C([O-])=O.[NH4+]. Product: [NH2:10][C@@:9]([C:3]1[C:4]([F:8])=[CH:5][CH:6]=[CH:7][C:2]=1[F:1])([CH3:18])[CH2:13][C@H:12]([OH:11])[C:14]([F:15])([F:16])[F:17]. The catalyst class is: 29. (2) Reactant: Cl[C:2]1[N:7]=[N:6][C:5]([N:8]2[CH2:13][CH2:12][CH2:11][CH2:10][CH2:9]2)=[C:4]2[O:14][CH2:15][CH2:16][O:17][C:3]=12.[F:18][C:19]([F:32])([F:31])[O:20][C:21]1[CH:22]=[C:23]([CH:28]=[CH:29][CH:30]=1)[C:24]([NH:26][NH2:27])=O.CCOC(C)=O.C([O-])(O)=O.[Na+]. Product: [N:8]1([C:5]2[C:4]3[O:14][CH2:15][CH2:16][O:17][C:3]=3[C:2]3=[N:27][N:26]=[C:24]([C:23]4[CH:28]=[CH:29][CH:30]=[C:21]([O:20][C:19]([F:18])([F:32])[F:31])[CH:22]=4)[N:7]3[N:6]=2)[CH2:13][CH2:12][CH2:11][CH2:10][CH2:9]1. The catalyst class is: 114.